Dataset: Full USPTO retrosynthesis dataset with 1.9M reactions from patents (1976-2016). Task: Predict the reactants needed to synthesize the given product. (1) The reactants are: C([O:3][C:4](=[O:31])[C:5]1[CH:10]=[CH:9][C:8]([NH:11][C:12]([C:14]2[CH:18]=[C:17]([CH3:19])[N:16]([C:20]3[CH:25]=[CH:24][CH:23]=[CH:22][C:21]=3[C:26]([F:29])([F:28])[F:27])[C:15]=2[CH3:30])=[O:13])=[CH:7][CH:6]=1)C.O.[OH-].[Li+].O.C1COCC1. Given the product [CH3:30][C:15]1[N:16]([C:20]2[CH:25]=[CH:24][CH:23]=[CH:22][C:21]=2[C:26]([F:28])([F:29])[F:27])[C:17]([CH3:19])=[CH:18][C:14]=1[C:12]([NH:11][C:8]1[CH:7]=[CH:6][C:5]([C:4]([OH:31])=[O:3])=[CH:10][CH:9]=1)=[O:13], predict the reactants needed to synthesize it. (2) Given the product [F:19][C:13]1[CH:14]=[CH:15][C:16]([F:18])=[CH:17][C:12]=1[NH:11][C:9](=[O:10])[CH2:8][C:5]1[CH:6]=[CH:7][C:2]([C:28]2[CH:27]=[N:26][C:25]([O:39][CH2:40][C:41]3[CH:42]=[CH:43][C:44]([O:47][CH3:48])=[CH:45][CH:46]=3)=[C:24]([O:23][CH2:21][CH3:22])[CH:29]=2)=[CH:3][C:4]=1[F:20], predict the reactants needed to synthesize it. The reactants are: Br[C:2]1[CH:7]=[CH:6][C:5]([CH2:8][C:9]([NH:11][C:12]2[CH:17]=[C:16]([F:18])[CH:15]=[CH:14][C:13]=2[F:19])=[O:10])=[C:4]([F:20])[CH:3]=1.[CH2:21]([O:23][C:24]1[C:25]([O:39][CH2:40][C:41]2[CH:46]=[CH:45][C:44]([O:47][CH3:48])=[CH:43][CH:42]=2)=[N:26][CH:27]=[C:28](B2OC(C)(C)C(C)(C)O2)[CH:29]=1)[CH3:22].C([O-])([O-])=O.[Cs+].[Cs+]. (3) Given the product [C:1]([O:4][CH2:5][C:6]1[CH:7]=[CH:8][CH:9]=[C:10]2[C:15]=1[CH2:14][NH:13][CH2:12][CH2:11]2)(=[O:3])[CH3:2], predict the reactants needed to synthesize it. The reactants are: [C:1]([O:4][CH2:5][C:6]1[CH:7]=[CH:8][CH:9]=[C:10]2[C:15]=1[CH2:14][N:13](C(OC(C)(C)C)=O)[CH2:12][CH2:11]2)(=[O:3])[CH3:2].C(O)(C(F)(F)F)=O. (4) Given the product [CH3:1][C:2]1([CH3:35])[CH2:11][CH:10]=[C:9]([C:12]2[CH:17]=[CH:16][C:15]([C:18]([CH3:19])([CH3:20])[CH3:21])=[CH:14][CH:13]=2)[C:8]2[CH:7]=[C:6]([C:22]#[C:23][C:24]3[CH:34]=[CH:33][C:27]([C:28]([OH:30])=[O:29])=[CH:26][CH:25]=3)[CH:5]=[CH:4][C:3]1=2, predict the reactants needed to synthesize it. The reactants are: [CH3:1][C:2]1([CH3:35])[CH2:11][CH:10]=[C:9]([C:12]2[CH:17]=[CH:16][C:15]([C:18]([CH3:21])([CH3:20])[CH3:19])=[CH:14][CH:13]=2)[C:8]2[CH:7]=[C:6]([C:22]#[C:23][C:24]3[CH:34]=[CH:33][C:27]([C:28]([O:30]CC)=[O:29])=[CH:26][CH:25]=3)[CH:5]=[CH:4][C:3]1=2.O[Li].O. (5) Given the product [CH2:25]([NH:21][C:20]1[C:19]2[C:14](=[CH:15][CH:16]=[C:17]([Br:22])[CH:18]=2)[N:13]=[C:12]2[N:8]([CH2:1][C:2]3[CH:7]=[CH:6][CH:5]=[CH:4][CH:3]=3)[CH2:9][CH2:10][C:11]=12)[CH:23]=[CH2:24], predict the reactants needed to synthesize it. The reactants are: [CH2:1]([N:8]1[C:12]2=[N:13][C:14]3[C:19]([C:20]([NH2:21])=[C:11]2[CH2:10][CH2:9]1)=[CH:18][C:17]([Br:22])=[CH:16][CH:15]=3)[C:2]1[CH:7]=[CH:6][CH:5]=[CH:4][CH:3]=1.[C:23](N=P1(N(CC)CC)N(C)C=CN1C)(C)([CH3:25])[CH3:24]. (6) The reactants are: [C:1]([C:3]1[CH:8]=[CH:7][C:6]([N:9]([CH2:18][CH:19]2[CH2:21][CH2:20]2)[CH2:10][C:11]([O:13]C(C)(C)C)=[O:12])=[CH:5][C:4]=1[C:22]([F:25])([F:24])[F:23])#[N:2].C(O)(C(F)(F)F)=O.C([SiH](CC)CC)C. Given the product [C:1]([C:3]1[CH:8]=[CH:7][C:6]([N:9]([CH2:18][CH:19]2[CH2:20][CH2:21]2)[CH2:10][C:11]([OH:13])=[O:12])=[CH:5][C:4]=1[C:22]([F:23])([F:25])[F:24])#[N:2], predict the reactants needed to synthesize it.